Predict which catalyst facilitates the given reaction. From a dataset of Catalyst prediction with 721,799 reactions and 888 catalyst types from USPTO. (1) Reactant: [C:1]([C:4]1[N:9]=[C:8]([C:10]2[CH:15]=[CH:14][C:13]([C@H:16]3[CH2:21][CH2:20][C@H:19]([CH2:22][C:23](O)=[O:24])[CH2:18][CH2:17]3)=[CH:12][CH:11]=2)[C:7]([CH3:26])=[N:6][C:5]=1[CH3:27])(=[O:3])[NH2:2].CCN=C=NCCCN(C)C.Cl.[CH3:40][S:41]([NH2:44])(=[O:43])=[O:42]. Product: [CH3:27][C:5]1[C:4]([C:1]([NH2:2])=[O:3])=[N:9][C:8]([C:10]2[CH:11]=[CH:12][C:13]([C@H:16]3[CH2:17][CH2:18][C@H:19]([CH2:22][C:23]([NH:44][S:41]([CH3:40])(=[O:43])=[O:42])=[O:24])[CH2:20][CH2:21]3)=[CH:14][CH:15]=2)=[C:7]([CH3:26])[N:6]=1. The catalyst class is: 64. (2) Reactant: [NH:1]1[CH:5]=[CH:4][N:3]=[C:2]1[C:6]1[CH:7]=[CH:8][C:9]([CH3:30])=[C:10]([NH:12][C:13](=[O:29])[C:14]2[CH:19]=[CH:18][C:17]([O:20][CH2:21][C:22]3[CH:27]=[C:26](Cl)[CH:25]=[CH:24][N:23]=3)=[CH:16][CH:15]=2)[CH:11]=1.[CH3:31][N:32]([CH3:36])[CH2:33][CH2:34][OH:35].CC(C)([O-])C.[K+]. Product: [CH3:31][N:32]([CH3:36])[CH2:33][CH2:34][O:35][C:26]1[CH:25]=[CH:24][N:23]=[C:22]([CH2:21][O:20][C:17]2[CH:18]=[CH:19][C:14]([C:13]([NH:12][C:10]3[CH:11]=[C:6]([C:2]4[NH:3][CH:4]=[CH:5][N:1]=4)[CH:7]=[CH:8][C:9]=3[CH3:30])=[O:29])=[CH:15][CH:16]=2)[CH:27]=1. The catalyst class is: 107. (3) Reactant: [CH3:1][C:2]1[CH:22]=[CH:21][CH:20]=[C:19]([CH3:23])[C:3]=1[CH2:4][O:5][C:6]1[CH:7]=[C:8]([C:12](=O)[CH2:13][CH2:14][C:15]([OH:17])=[O:16])[CH:9]=[CH:10][CH:11]=1.NN.[OH-].[K+].Cl. Product: [CH3:1][C:2]1[CH:22]=[CH:21][CH:20]=[C:19]([CH3:23])[C:3]=1[CH2:4][O:5][C:6]1[CH:7]=[C:8]([CH2:12][CH2:13][CH2:14][C:15]([OH:17])=[O:16])[CH:9]=[CH:10][CH:11]=1. The catalyst class is: 746. (4) Reactant: [C:1]([O:5][C:6]([N:8]1[CH:13]([C:14](=O)[NH:15][C:16]2[CH:21]=[CH:20][C:19]([Br:22])=[CH:18][C:17]=2[NH2:23])[CH:12]2[CH2:25][CH:9]1[CH2:10][CH2:11]2)=[O:7])([CH3:4])([CH3:3])[CH3:2]. Product: [C:1]([O:5][C:6]([N:8]1[CH:13]([C:14]2[NH:23][C:17]3[CH:18]=[C:19]([Br:22])[CH:20]=[CH:21][C:16]=3[N:15]=2)[CH:12]2[CH2:25][CH:9]1[CH2:10][CH2:11]2)=[O:7])([CH3:4])([CH3:3])[CH3:2]. The catalyst class is: 8. (5) Reactant: [OH:1][C:2]1[C:7]([C:8]#[N:9])=[CH:6][C:5]2[C:10]3([CH2:29][O:30][C:4]=2[CH:3]=1)[C:18]1[C:13](=[CH:14][CH:15]=[CH:16][CH:17]=1)[N:12]([CH2:19][C:20]1[CH:25]=[CH:24][C:23]([O:26][CH3:27])=[CH:22][CH:21]=1)[C:11]3=[O:28].Cl.[NH2:32][OH:33].C(N(CC)CC)C. Product: [OH:33][N:32]=[C:8]([C:7]1[C:2]([OH:1])=[CH:3][C:4]2[O:30][CH2:29][C:10]3([C:18]4[C:13](=[CH:14][CH:15]=[CH:16][CH:17]=4)[N:12]([CH2:19][C:20]4[CH:25]=[CH:24][C:23]([O:26][CH3:27])=[CH:22][CH:21]=4)[C:11]3=[O:28])[C:5]=2[CH:6]=1)[NH2:9]. The catalyst class is: 8. (6) Reactant: [NH2:1][C:2]1[CH:6]=[C:5]([C:7]2[CH:12]=[CH:11][C:10]([Cl:13])=[CH:9][CH:8]=2)[S:4][C:3]=1[C:14]([O:16][CH3:17])=[O:15].CO[CH:20](OC)[N:21]([CH3:23])[CH3:22]. Product: [Cl:13][C:10]1[CH:9]=[CH:8][C:7]([C:5]2[S:4][C:3]([C:14]([O:16][CH3:17])=[O:15])=[C:2]([N:1]=[CH:20][N:21]([CH3:23])[CH3:22])[CH:6]=2)=[CH:12][CH:11]=1. The catalyst class is: 14. (7) Reactant: C(N(CC)CC)C.[CH3:8][C:9]1([CH3:24])[CH2:18][CH2:17][C:16]([CH3:20])([CH3:19])[C:15]2[CH:14]=[C:13]([C:21](Cl)=[O:22])[CH:12]=[CH:11][C:10]1=2.[N+:25]([C:28]1[CH:33]=[CH:32][C:31]([CH2:34][CH2:35][OH:36])=[CH:30][CH:29]=1)([O-:27])=[O:26].O. Product: [CH3:8][C:9]1([CH3:24])[CH2:18][CH2:17][C:16]([CH3:20])([CH3:19])[C:15]2[CH:14]=[C:13]([C:21]([O:36][CH2:35][CH2:34][C:31]3[CH:30]=[CH:29][C:28]([N+:25]([O-:27])=[O:26])=[CH:33][CH:32]=3)=[O:22])[CH:12]=[CH:11][C:10]1=2. The catalyst class is: 4. (8) The catalyst class is: 1. Reactant: [N:1]1([CH2:7][CH2:8][O:9][CH2:10][CH2:11][O:12][CH2:13][CH2:14][OH:15])[CH2:6][CH2:5][O:4][CH2:3][CH2:2]1.[Na].[C:17]([O:21][C:22]([CH3:25])([CH3:24])[CH3:23])(=[O:20])[CH:18]=[CH2:19]. Product: [N:1]1([CH2:7][CH2:8][O:9][CH2:10][CH2:11][O:12][CH2:13][CH2:14][O:15][CH2:19][CH2:18][C:17]([O:21][C:22]([CH3:25])([CH3:24])[CH3:23])=[O:20])[CH2:2][CH2:3][O:4][CH2:5][CH2:6]1.